From a dataset of Catalyst prediction with 721,799 reactions and 888 catalyst types from USPTO. Predict which catalyst facilitates the given reaction. Reactant: [NH2:1][C:2]1[CH:3]=[CH:4][C:5]([CH2:9][N:10]2[CH2:14][CH2:13][CH2:12][CH2:11]2)=[C:6]([OH:8])[CH:7]=1.Cl[C:16]1[C:25]2[C:20](=[CH:21][C:22]([Cl:26])=[CH:23][CH:24]=2)[N:19]=[CH:18][CH:17]=1. Product: [Cl:26][C:22]1[CH:21]=[C:20]2[C:25]([C:16]([NH:1][C:2]3[CH:3]=[CH:4][C:5]([CH2:9][N:10]4[CH2:14][CH2:13][CH2:12][CH2:11]4)=[C:6]([OH:8])[CH:7]=3)=[CH:17][CH:18]=[N:19]2)=[CH:24][CH:23]=1. The catalyst class is: 14.